Dataset: Full USPTO retrosynthesis dataset with 1.9M reactions from patents (1976-2016). Task: Predict the reactants needed to synthesize the given product. (1) Given the product [CH3:18][O:17][C:15](=[O:16])[CH:14]([C:2]1[CH:7]=[C:6]([O:8][CH3:9])[CH:5]=[CH:4][C:3]=1[N+:10]([O-:12])=[O:11])[C:13]([O:20][CH3:21])=[O:19], predict the reactants needed to synthesize it. The reactants are: F[C:2]1[CH:7]=[C:6]([O:8][CH3:9])[CH:5]=[CH:4][C:3]=1[N+:10]([O-:12])=[O:11].[C:13]([O:20][CH3:21])(=[O:19])[CH2:14][C:15]([O:17][CH3:18])=[O:16].C(=O)([O-])[O-].[K+].[K+].Cl. (2) Given the product [Br:1][C:2]1[CH:26]=[CH:25][C:5]([CH2:6][N:7]2[C:15]3[C:10](=[CH:11][C:12]([CH:16]=[C:17]4[S:21][C:20]([N:31]5[CH2:34][CH:33]([C:35]([OH:37])=[O:36])[CH2:32]5)=[N:19][C:18]4=[O:24])=[CH:13][CH:14]=3)[CH:9]=[N:8]2)=[C:4]([C:27]([F:29])([F:28])[F:30])[CH:3]=1, predict the reactants needed to synthesize it. The reactants are: [Br:1][C:2]1[CH:26]=[CH:25][C:5]([CH2:6][N:7]2[C:15]3[C:10](=[CH:11][C:12]([CH:16]=[C:17]4[S:21][C:20](SC)=[N:19][C:18]4=[O:24])=[CH:13][CH:14]=3)[CH:9]=[N:8]2)=[C:4]([C:27]([F:30])([F:29])[F:28])[CH:3]=1.[NH:31]1[CH2:34][CH:33]([C:35]([OH:37])=[O:36])[CH2:32]1.